Predict which catalyst facilitates the given reaction. From a dataset of Catalyst prediction with 721,799 reactions and 888 catalyst types from USPTO. (1) Reactant: [H-].[Na+].[CH2:3]([C:7]1[CH:8]=[C:9]([NH:24][C:25]([C:27]2[C:28]([CH3:34])=[N:29][N:30]([CH3:33])[C:31]=2[CH3:32])=[O:26])[CH:10]=[CH:11][C:12]=1[C:13]([O:22][CH3:23])([C:18]([F:21])([F:20])[F:19])[C:14]([F:17])([F:16])[F:15])[CH:4]([CH3:6])[CH3:5].[CH2:35]([O:37][CH2:38]Cl)[CH3:36].Cl. Product: [CH2:35]([O:37][CH2:38][N:24]([C:9]1[CH:10]=[CH:11][C:12]([C:13]([O:22][CH3:23])([C:14]([F:17])([F:15])[F:16])[C:18]([F:20])([F:21])[F:19])=[C:7]([CH2:3][CH:4]([CH3:6])[CH3:5])[CH:8]=1)[C:25]([C:27]1[C:28]([CH3:34])=[N:29][N:30]([CH3:33])[C:31]=1[CH3:32])=[O:26])[CH3:36]. The catalyst class is: 7. (2) Reactant: N(C(OCC)=O)=NC(OCC)=O.[Br:13][C:14]1[CH:33]=[CH:32][C:17]([NH:18][C:19]2[C:28]3[C:23](=[CH:24][C:25]([OH:31])=[C:26]([O:29][CH3:30])[CH:27]=3)[N:22]=[CH:21][N:20]=2)=[C:16]([F:34])[CH:15]=1.C1(P(C2C=CC=CC=2)C2C=CC=CC=2)C=CC=CC=1.[CH3:54][NH:55][CH2:56][CH2:57][CH2:58]O. Product: [Br:13][C:14]1[CH:33]=[CH:32][C:17]([NH:18][C:19]2[C:28]3[C:23](=[CH:24][C:25]([O:31][CH2:58][CH2:57][CH2:56][NH:55][CH3:54])=[C:26]([O:29][CH3:30])[CH:27]=3)[N:22]=[CH:21][N:20]=2)=[C:16]([F:34])[CH:15]=1. The catalyst class is: 2. (3) Reactant: I[C:2]1[CH:3]=[N:4][CH:5]=[CH:6][CH:7]=1.[C:8]([O:12][C:13]([CH3:16])([CH3:15])[CH3:14])(=[O:11])[NH:9][NH2:10].C(=O)([O-])[O-].[Cs+].[Cs+].N1C2C(=CC=C3C=2N=CC=C3)C=CC=1. Product: [C:13]([O:12][C:8]([N:9]([C:2]1[CH:3]=[N:4][CH:5]=[CH:6][CH:7]=1)[NH2:10])=[O:11])([CH3:16])([CH3:15])[CH3:14]. The catalyst class is: 590. (4) The catalyst class is: 22. Reactant: [CH2:1]([NH:3][C:4]1[CH:9]=[CH:8][CH:7]=[CH:6][CH:5]=1)[CH3:2].ClP(Cl)(C1C=CC=CC=1)(C1C=CC=CC=1)C1C=CC=CC=1.[OH:31][C:32]1[C:41]2[C:36](=[CH:37][CH:38]=[CH:39][C:40]=2[Cl:42])[N:35]([CH3:43])[C:34](=[O:44])[C:33]=1[C:45](O)=[O:46]. Product: [CH3:2][CH2:1][N:3]([C:45]([C:33]1[C:34](=[O:44])[N:35]([CH3:43])[C:36]2[CH:37]=[CH:38][CH:39]=[C:40]([Cl:42])[C:41]=2[C:32]=1[OH:31])=[O:46])[C:4]1[CH:9]=[CH:8][CH:7]=[CH:6][CH:5]=1. (5) Reactant: Cl[C:2]1[C:7]([C:8]2[CH:13]=[CH:12][C:11]([CH3:14])=[CH:10][CH:9]=2)=[C:6]([Cl:15])[N:5]=[CH:4][N:3]=1.[K+].[CH2:17]([S:20]([NH-:23])(=[O:22])=[O:21])[CH2:18][CH3:19].Cl. Product: [Cl:15][C:6]1[N:5]=[CH:4][N:3]=[C:2]([NH:23][S:20]([CH2:17][CH2:18][CH3:19])(=[O:22])=[O:21])[C:7]=1[C:8]1[CH:13]=[CH:12][C:11]([CH3:14])=[CH:10][CH:9]=1. The catalyst class is: 16. (6) Reactant: C[O:2][C:3](=[O:40])[C:4]1[CH:9]=[CH:8][CH:7]=[CH:6][C:5]=1[NH:10]C(=O)C1C=CC=CC=1NC(=O)C1C=CC=CC=1NC(=O)C1C=CC=CC=1[N+]([O-])=O.COC(=O)C1C=CC=CC=1NC(=O)C1C=CC=CC=1NC(=O)C1C=CC=CC=1N.[N+](C1C=CC=CC=1C(Cl)=O)([O-])=O.N1C=CC=CC=1. Product: [NH2:10][C:5]1[CH:6]=[CH:7][CH:8]=[CH:9][C:4]=1[C:3]([OH:40])=[O:2]. The catalyst class is: 59.